Dataset: Peptide-MHC class I binding affinity with 185,985 pairs from IEDB/IMGT. Task: Regression. Given a peptide amino acid sequence and an MHC pseudo amino acid sequence, predict their binding affinity value. This is MHC class I binding data. (1) The peptide sequence is QAFEAGIDF. The MHC is HLA-A02:16 with pseudo-sequence HLA-A02:16. The binding affinity (normalized) is 0.0847. (2) The peptide sequence is GLYIPGTSVI. The MHC is HLA-A02:01 with pseudo-sequence HLA-A02:01. The binding affinity (normalized) is 0.320. (3) The peptide sequence is FPSNMMVVT. The MHC is HLA-A29:02 with pseudo-sequence HLA-A29:02. The binding affinity (normalized) is 0.0847.